This data is from Peptide-MHC class I binding affinity with 185,985 pairs from IEDB/IMGT. The task is: Regression. Given a peptide amino acid sequence and an MHC pseudo amino acid sequence, predict their binding affinity value. This is MHC class I binding data. (1) The MHC is HLA-B40:02 with pseudo-sequence HLA-B40:02. The peptide sequence is AEQASQEVKNW. The binding affinity (normalized) is 0.0639. (2) The peptide sequence is VPLTEEAEL. The binding affinity (normalized) is 0. The MHC is HLA-B15:01 with pseudo-sequence HLA-B15:01.